This data is from Forward reaction prediction with 1.9M reactions from USPTO patents (1976-2016). The task is: Predict the product of the given reaction. Given the reactants N[C:2]1[C:7]([C:8]#N)=[C:6](Cl)[N:5]=[CH:4][N:3]=1.[CH3:11][CH2:12]N(C(C)C)C(C)C, predict the reaction product. The product is: [N:3]1[C:2]2[CH:7]=[CH:8][CH:11]=[CH:12][C:6]=2[NH:5][CH:4]=1.